Task: Regression. Given a peptide amino acid sequence and an MHC pseudo amino acid sequence, predict their binding affinity value. This is MHC class I binding data.. Dataset: Peptide-MHC class I binding affinity with 185,985 pairs from IEDB/IMGT (1) The peptide sequence is FMRFAFLSM. The MHC is HLA-C15:02 with pseudo-sequence HLA-C15:02. The binding affinity (normalized) is 0.0847. (2) The peptide sequence is LPSSSSYSY. The MHC is HLA-A03:01 with pseudo-sequence HLA-A03:01. The binding affinity (normalized) is 0.0847.